Dataset: Orexin1 receptor HTS with 218,158 compounds and 233 confirmed actives. Task: Binary Classification. Given a drug SMILES string, predict its activity (active/inactive) in a high-throughput screening assay against a specified biological target. (1) The molecule is O=C(N1CCN(CC1)c1ccc(NC(=O)c2cc(cc(c2)C)C)cc1)c1occc1. The result is 0 (inactive). (2) The compound is Clc1c(CC2(N(C=Cc3c2cccc3)C(=O)c2ccccc2)C#N)cccc1. The result is 0 (inactive).